This data is from Full USPTO retrosynthesis dataset with 1.9M reactions from patents (1976-2016). The task is: Predict the reactants needed to synthesize the given product. (1) The reactants are: C([N:9]1[CH2:22][CH2:21][C:20]2[C:19]3[C:18]([C:23]4[CH:28]=[CH:27][CH:26]=[CH:25][C:24]=4[O:29][CH:30]4[CH2:34][CH2:33][CH2:32][CH2:31]4)=[CH:17][CH:16]=[CH:15][C:14]=3[NH:13][C:12]=2[CH2:11][CH2:10]1)(=O)C1C=CC=CC=1.[OH-].[K+].C(O)CO.[NH4+].[OH-]. Given the product [CH:30]1([O:29][C:24]2[CH:25]=[CH:26][CH:27]=[CH:28][C:23]=2[C:18]2[C:19]3[C:20]4[CH2:21][CH2:22][NH:9][CH2:10][CH2:11][C:12]=4[NH:13][C:14]=3[CH:15]=[CH:16][CH:17]=2)[CH2:34][CH2:33][CH2:32][CH2:31]1, predict the reactants needed to synthesize it. (2) Given the product [Cl:1][C:2]1[C:6](=[O:7])[O:5][CH2:4][C:3]=1[N:8]1[CH2:12][CH2:11][C:10]2([CH2:13][CH2:14][NH:15][CH2:16][CH2:17]2)[C:9]1=[O:25], predict the reactants needed to synthesize it. The reactants are: [Cl:1][C:2]1[C:6](=[O:7])[O:5][CH2:4][C:3]=1[N:8]1[CH2:12][CH2:11][C:10]2([CH2:17][CH2:16][N:15](C(OC(C)(C)C)=O)[CH2:14][CH2:13]2)[C:9]1=[O:25].FC(F)(F)C(O)=O. (3) Given the product [CH:8]1[CH:9]=[C:10]2[C:17](=[O:18])[N:16]([CH:19]3[C:25](=[O:26])[NH:24][C:22](=[O:23])[CH2:21][CH2:20]3)[CH2:15][C:11]2=[C:12]([NH2:14])[CH:13]=1.[C:1]([OH:7])(=[O:6])[CH2:2][C:3]([OH:5])=[O:4], predict the reactants needed to synthesize it. The reactants are: [C:1]([OH:7])(=[O:6])[CH2:2][C:3]([OH:5])=[O:4].[CH:8]1[CH:9]=[C:10]2[C:17](=[O:18])[N:16]([CH:19]3[C:25](=[O:26])[NH:24][C:22](=[O:23])[CH2:21][CH2:20]3)[CH2:15][C:11]2=[C:12]([NH2:14])[CH:13]=1. (4) The reactants are: C(=O)([O-])[O-].[K+].[K+].[OH:7][C:8]1[CH:15]=[CH:14][C:11]([CH:12]=[O:13])=[C:10]([N+:16]([O-:18])=[O:17])[CH:9]=1.[CH2:19](Br)[C:20]1[CH:25]=[CH:24][CH:23]=[CH:22][CH:21]=1. Given the product [CH2:19]([O:7][C:8]1[CH:15]=[CH:14][C:11]([CH:12]=[O:13])=[C:10]([N+:16]([O-:18])=[O:17])[CH:9]=1)[C:20]1[CH:25]=[CH:24][CH:23]=[CH:22][CH:21]=1, predict the reactants needed to synthesize it. (5) Given the product [C:13]([C:16]1[S:20][C:19]([C:21]2[CH:22]=[C:23]([Cl:42])[C:24]3[O:28][CH:27]([CH2:29][NH:30][S:9](/[CH:8]=[CH:7]/[C:3]4[CH:2]=[N:1][CH:6]=[CH:5][CH:4]=4)(=[O:11])=[O:10])[CH2:26][C:25]=3[CH:41]=2)=[CH:18][CH:17]=1)(=[O:15])[CH3:14], predict the reactants needed to synthesize it. The reactants are: [N:1]1[CH:6]=[CH:5][CH:4]=[C:3](/[CH:7]=[CH:8]/[S:9](Cl)(=[O:11])=[O:10])[CH:2]=1.[C:13]([C:16]1[S:20][C:19]([C:21]2[CH:22]=[C:23]([Cl:42])[C:24]3[O:28][CH:27]([CH2:29][NH:30]C(=O)/C=C/C4C=NC=CC=4)[CH2:26][C:25]=3[CH:41]=2)=[CH:18][CH:17]=1)(=[O:15])[CH3:14].C(N(CC)CC)C.O. (6) Given the product [CH3:10][C:11]1[O:15][C:14]([C:16]2[CH:17]=[CH:18][CH:19]=[CH:20][CH:21]=2)=[N:13][C:12]=1[CH2:22][O:23][C:24]1[CH:56]=[CH:55][C:27]([CH2:28][N:29]2[C:41]3[CH:40]=[CH:39][CH:38]=[CH:37][C:36]=3[C:35]3[C:30]2=[CH:31][CH:32]=[CH:33][C:34]=3[O:42][CH2:43][C:44]2[CH:45]=[CH:46][C:47]([C:48]([O-:50])=[O:49])=[CH:53][CH:54]=2)=[CH:26][C:25]=1[O:57][CH3:58].[Na+:2], predict the reactants needed to synthesize it. The reactants are: [OH-].[Na+:2].O1CCCC1.CO.[CH3:10][C:11]1[O:15][C:14]([C:16]2[CH:21]=[CH:20][CH:19]=[CH:18][CH:17]=2)=[N:13][C:12]=1[CH2:22][O:23][C:24]1[CH:56]=[CH:55][C:27]([CH2:28][N:29]2[C:41]3[CH:40]=[CH:39][CH:38]=[CH:37][C:36]=3[C:35]3[C:30]2=[CH:31][CH:32]=[CH:33][C:34]=3[O:42][CH2:43][C:44]2[CH:54]=[CH:53][C:47]([C:48]([O:50]CC)=[O:49])=[CH:46][CH:45]=2)=[CH:26][C:25]=1[O:57][CH3:58].